This data is from Full USPTO retrosynthesis dataset with 1.9M reactions from patents (1976-2016). The task is: Predict the reactants needed to synthesize the given product. (1) Given the product [Cl:1][C:2]1[C:7]([N:9]2[CH:13]=[CH:12][CH:11]=[N:10]2)=[CH:6][CH:5]=[CH:4][N:3]=1, predict the reactants needed to synthesize it. The reactants are: [Cl:1][C:2]1[C:7](F)=[CH:6][CH:5]=[CH:4][N:3]=1.[NH:9]1[CH:13]=[CH:12][CH:11]=[N:10]1.C([O-])([O-])=O.[K+].[K+].O. (2) Given the product [Br:1][C:2]1[CH:3]=[C:4]([C@:8]([OH:16])([CH3:9])[CH2:11][OH:15])[CH:5]=[CH:6][CH:7]=1, predict the reactants needed to synthesize it. The reactants are: [Br:1][C:2]1[CH:7]=[CH:6][CH:5]=[C:4]([CH2:8][CH:9]=C)[CH:3]=1.[C:11]([OH:15])(C)(C)C.[OH2:16]. (3) Given the product [CH3:6][O:7][C:8](=[O:37])[CH2:9][O:10][C:11]1[CH:16]=[C:15]([CH:17]2[CH2:4][CH2:18]2)[C:14]([O:19][CH2:20][C:21]2[S:22][CH:23]=[C:24]([C:26]3[CH:31]=[CH:30][C:29]([C:32]([F:34])([F:33])[F:35])=[CH:28][CH:27]=3)[N:25]=2)=[CH:13][C:12]=1[CH3:36], predict the reactants needed to synthesize it. The reactants are: II.I[CH2:4]I.[CH3:6][O:7][C:8](=[O:37])[CH2:9][O:10][C:11]1[CH:16]=[C:15]([CH:17]=[CH2:18])[C:14]([O:19][CH2:20][C:21]2[S:22][CH:23]=[C:24]([C:26]3[CH:31]=[CH:30][C:29]([C:32]([F:35])([F:34])[F:33])=[CH:28][CH:27]=3)[N:25]=2)=[CH:13][C:12]=1[CH3:36]. (4) Given the product [CH2:1]([C:3]1[CH:8]=[C:7]([CH3:9])[CH:6]=[C:5]([CH2:10][CH3:11])[C:4]=1[C:12](=[O:17])[C:13]([NH:15][N:16]=[CH:18][C:19]1[CH:24]=[CH:23][CH:22]=[CH:21][CH:20]=1)=[O:14])[CH3:2], predict the reactants needed to synthesize it. The reactants are: [CH2:1]([C:3]1[CH:8]=[C:7]([CH3:9])[CH:6]=[C:5]([CH2:10][CH3:11])[C:4]=1[C:12](=[O:17])[C:13]([NH:15][NH2:16])=[O:14])[CH3:2].[CH:18](=O)[C:19]1[CH:24]=[CH:23][CH:22]=[CH:21][CH:20]=1. (5) Given the product [Cl:1][C:2]1[CH:3]=[C:4]([CH:5]2[C:20]3[C:21](=[O:25])[NH:22][N:23]([CH3:24])[C:19]=3[NH:18][C:16]3[CH2:11][CH2:12][C:13](=[O:14])[C:15]2=3)[CH:7]=[CH:8][C:9]=1[Cl:10], predict the reactants needed to synthesize it. The reactants are: [Cl:1][C:2]1[CH:3]=[C:4]([CH:7]=[CH:8][C:9]=1[Cl:10])[CH:5]=O.[CH2:11]1[C:16](=O)[CH2:15][C:13](=[O:14])[CH2:12]1.[NH2:18][C:19]1[N:23]([CH3:24])[NH:22][C:21](=[O:25])[CH:20]=1. (6) Given the product [NH2:13][C:14]1[CH:19]=[CH:18][C:17]([C:2]2[CH:11]=[CH:10][CH:9]=[C:4]([C:5]([O:7][CH3:8])=[O:6])[C:3]=2[F:12])=[CH:16][CH:15]=1, predict the reactants needed to synthesize it. The reactants are: Br[C:2]1[C:3]([F:12])=[C:4]([CH:9]=[CH:10][CH:11]=1)[C:5]([O:7][CH3:8])=[O:6].[NH2:13][C:14]1[CH:19]=[CH:18][C:17](B(O)O)=[CH:16][CH:15]=1.C([O-])([O-])=O.[Na+].[Na+].ClCCl. (7) Given the product [C:15]([O:1][C:2]1[C:3]2[CH:14]=[CH:13][CH:12]=[CH:11][C:4]=2[S:5][C:6]=1[C:7]([O:9][CH3:10])=[O:8])(=[O:17])[CH3:16], predict the reactants needed to synthesize it. The reactants are: [OH:1][C:2]1[C:3]2[CH:14]=[CH:13][CH:12]=[CH:11][C:4]=2[S:5][C:6]=1[C:7]([O:9][CH3:10])=[O:8].[C:15](Cl)(=[O:17])[CH3:16].C(N(CC)CC)C. (8) Given the product [Cl:9][C:4]1[C:3]([S:10][CH3:11])=[C:2]([Cl:1])[CH:7]=[C:6]([F:8])[C:5]=1[C:17]([OH:19])=[O:18], predict the reactants needed to synthesize it. The reactants are: [Cl:1][C:2]1[CH:7]=[C:6]([F:8])[CH:5]=[C:4]([Cl:9])[C:3]=1[S:10][CH3:11].[Li]C(C)(C)C.[C:17](=[O:19])=[O:18].